Dataset: CYP3A4 inhibition data for predicting drug metabolism from PubChem BioAssay. Task: Regression/Classification. Given a drug SMILES string, predict its absorption, distribution, metabolism, or excretion properties. Task type varies by dataset: regression for continuous measurements (e.g., permeability, clearance, half-life) or binary classification for categorical outcomes (e.g., BBB penetration, CYP inhibition). Dataset: cyp3a4_veith. (1) The compound is c1ccc2c(N3CCNCC3)cccc2c1. The result is 0 (non-inhibitor). (2) The compound is COc1cccc(-n2c(SCC(=O)Nc3sc4c(c3C(N)=O)CCC4)nc3ccccc3c2=O)c1. The result is 0 (non-inhibitor). (3) The molecule is C[C@H](CN(C)C)C(O)(c1ccccc1)c1ccccc1. The result is 0 (non-inhibitor).